Dataset: Forward reaction prediction with 1.9M reactions from USPTO patents (1976-2016). Task: Predict the product of the given reaction. (1) Given the reactants [CH3:1][C:2]([C:6]1[CH:7]=[C:8]([CH2:17][N:18]2[N:22]=[CH:21][N:20]=[CH:19]2)[CH:9]=[C:10]([C:12]([C:15]#[N:16])([CH3:14])[CH3:13])[CH:11]=1)([C:4]#[N:5])[CH3:3].[ClH:23], predict the reaction product. The product is: [CH3:3][C:2]([C:6]1[CH:7]=[C:8]([CH2:17][N:18]2[N:22]=[CH:21][N:20]=[CH:19]2)[CH:9]=[C:10]([C:12]([C:15]#[N:16])([CH3:13])[CH3:14])[CH:11]=1)([C:4]#[N:5])[CH3:1].[ClH:23]. (2) Given the reactants Br[C:2]1[S:3][C:4]([C:8]([O:10][CH2:11][CH3:12])=[O:9])=[C:5]([Br:7])[N:6]=1.C(=O)([O-])[O-].[Cs+].[Cs+].O1CCCC1.[NH:24]1[CH2:29][CH2:28][O:27][CH2:26][CH2:25]1, predict the reaction product. The product is: [Br:7][C:5]1[N:6]=[C:2]([N:24]2[CH2:29][CH2:28][O:27][CH2:26][CH2:25]2)[S:3][C:4]=1[C:8]([O:10][CH2:11][CH3:12])=[O:9]. (3) Given the reactants [CH:1]1([CH2:4][O:5][C:6]2[CH:7]=[C:8]([CH:36]=[CH:37][CH:38]=2)[O:9][C:10]2[C:11]([NH:22][S:23]([C:26]3[CH:31]=[CH:30][C:29]([O:32]C)=[C:28]([O:34][CH3:35])[CH:27]=3)(=[O:25])=[O:24])=[CH:12][C:13]3[N:17]([CH3:18])[C:16](=[O:19])[N:15]([CH3:20])[C:14]=3[CH:21]=2)[CH2:3][CH2:2]1.[Cl-].[Li+], predict the reaction product. The product is: [CH:1]1([CH2:4][O:5][C:6]2[CH:7]=[C:8]([CH:36]=[CH:37][CH:38]=2)[O:9][C:10]2[C:11]([NH:22][S:23]([C:26]3[CH:31]=[CH:30][C:29]([OH:32])=[C:28]([O:34][CH3:35])[CH:27]=3)(=[O:24])=[O:25])=[CH:12][C:13]3[N:17]([CH3:18])[C:16](=[O:19])[N:15]([CH3:20])[C:14]=3[CH:21]=2)[CH2:3][CH2:2]1. (4) The product is: [Cl:60][C:58]1[CH:57]=[CH:56][C:54]2[N:55]=[C:51]([NH:31][C@@H:32]3[CH2:36][CH2:35][CH2:34][C@@H:33]3[NH:37][C:38](=[O:49])[C:39]3[C:44]([O:45][CH3:46])=[CH:43][CH:42]=[CH:41][C:40]=3[O:47][CH3:48])[S:52][C:53]=2[CH:59]=1. Given the reactants COC1C=CC=C(OC)C=1C(N[C@H]1CCC[C@H]1NC1C=NC2C(=CC=CC=2)N=1)=O.Cl.[NH2:31][C@@H:32]1[CH2:36][CH2:35][CH2:34][C@@H:33]1[NH:37][C:38](=[O:49])[C:39]1[C:44]([O:45][CH3:46])=[CH:43][CH:42]=[CH:41][C:40]=1[O:47][CH3:48].Cl[C:51]1[S:52][C:53]2[CH:59]=[C:58]([Cl:60])[CH:57]=[CH:56][C:54]=2[N:55]=1, predict the reaction product. (5) Given the reactants [Br:1][CH2:2][C:3]1[N:4]=[C:5]2[CH:10]=[C:9]([Cl:11])[CH:8]=[CH:7][N:6]2[CH:12]=1.C(O)(=O)C.ClCCl.C1C(=O)N([I:27])C(=O)C1, predict the reaction product. The product is: [Br:1][CH2:2][C:3]1[N:4]=[C:5]2[CH:10]=[C:9]([Cl:11])[CH:8]=[CH:7][N:6]2[C:12]=1[I:27]. (6) Given the reactants [C:1]1([C:7]#[C:8][C:9]2[CH:10]=[C:11]([CH:14]=[O:15])[O:12][CH:13]=2)[CH:6]=[CH:5][CH:4]=[CH:3][CH:2]=1, predict the reaction product. The product is: [CH2:8]([C:9]1[CH:10]=[C:11]([CH:14]=[O:15])[O:12][CH:13]=1)[CH2:7][C:1]1[CH:2]=[CH:3][CH:4]=[CH:5][CH:6]=1.